Task: Predict the reaction yield, written as a fraction of the theoretical maximum amount of product (1.0 means a 100% yield; for example, 0.34 means a 34% yield).. Dataset: Reaction yield outcomes from USPTO patents with 853,638 reactions (1) The reactants are Cl[C:2]1[N:11]=[C:10]([CH3:12])[C:9]2[C:4](=[CH:5][CH:6]=[C:7]([O:13][CH3:14])[CH:8]=2)[N:3]=1.[C:15]([C:18]1[CH:23]=[CH:22][C:21](B(O)O)=[CH:20][CH:19]=1)([OH:17])=[O:16].C([O-])([O-])=O.[K+].[K+].O. The catalyst is COCCOCCO.O.C1C=CC(P(C2C=CC=CC=2)[C-]2C=CC=C2)=CC=1.C1C=CC(P(C2C=CC=CC=2)[C-]2C=CC=C2)=CC=1.Cl[Pd]Cl.[Fe+2]. The product is [CH3:14][O:13][C:7]1[CH:8]=[C:9]2[C:4](=[CH:5][CH:6]=1)[N:3]=[C:2]([C:21]1[CH:22]=[CH:23][C:18]([C:15]([OH:17])=[O:16])=[CH:19][CH:20]=1)[N:11]=[C:10]2[CH3:12]. The yield is 0.780. (2) The reactants are [NH2:1][C:2]1[C:3]([C:7]([OH:9])=O)=[N:4][S:5][N:6]=1.[Br:10][C:11]1[CH:12]=[C:13]([CH:15]=[CH:16][C:17]=1[F:18])[NH2:14].F[P-](F)(F)(F)(F)F.N1(OC(N(C)C)=[N+](C)C)C2C=CC=CC=2N=N1.C(N(CC)C(C)C)(C)C. The catalyst is CN(C)C=O.[Cl-].[Na+].O.Cl. The product is [NH2:1][C:2]1[C:3]([C:7]([NH:14][C:13]2[CH:15]=[CH:16][C:17]([F:18])=[C:11]([Br:10])[CH:12]=2)=[O:9])=[N:4][S:5][N:6]=1. The yield is 0.760. (3) The reactants are [OH:1][C:2]1[CH:28]=[CH:27][C:5]([CH2:6][CH2:7][NH:8][C:9]([C:11]2[C:19]3[N:18]=[C:17]([C:20]4[S:21][CH:22]=[CH:23][CH:24]=4)[NH:16][C:15]=3[C:14]([O:25]C)=[CH:13][CH:12]=2)=[O:10])=[CH:4][CH:3]=1.B(Br)(Br)Br. No catalyst specified. The product is [OH:25][C:14]1[C:15]2[NH:16][C:17]([C:20]3[S:21][CH:22]=[CH:23][CH:24]=3)=[N:18][C:19]=2[C:11]([C:9]([NH:8][CH2:7][CH2:6][C:5]2[CH:4]=[CH:3][C:2]([OH:1])=[CH:28][CH:27]=2)=[O:10])=[CH:12][CH:13]=1. The yield is 0.0700. (4) The reactants are [CH3:1][O:2][CH:3]([O:21][CH3:22])[CH:4]1[S:8][C:7]([C:9]2[NH:10][C:11]3[C:16]([CH:17]=2)=[CH:15][CH:14]=[CH:13][C:12]=3[N+:18]([O-])=O)=[N:6][CH2:5]1.O.NN. The catalyst is C(O)C.O1CCCC1.[C].[Pd]. The product is [CH3:22][O:21][CH:3]([O:2][CH3:1])[CH:4]1[S:8][C:7]([C:9]2[NH:10][C:11]3[C:16]([CH:17]=2)=[CH:15][CH:14]=[CH:13][C:12]=3[NH2:18])=[N:6][CH2:5]1. The yield is 0.760. (5) The reactants are [CH2:1]([O:8][C:9]([N:11]1[CH2:15][CH2:14][CH2:13][C:12]1([CH2:27][C:28]1[CH:33]=[CH:32][CH:31]=[CH:30][CH:29]=1)[C:16](=[O:26])[NH:17][C@@H:18]([C@H:23]([OH:25])[CH3:24])[C:19]([O:21][CH3:22])=[O:20])=[O:10])[C:2]1[CH:7]=[CH:6][CH:5]=[CH:4][CH:3]=1.CCN(CC)CC.[CH3:41][C:42](OC(C)=O)=[O:43]. The catalyst is C1COCC1.C(Cl)Cl. The product is [CH2:1]([O:8][C:9]([N:11]1[CH2:15][CH2:14][CH2:13][C:12]1([C:16](=[O:26])[NH:17][C@@H:18]([C@H:23]([O:25][C:42](=[O:43])[CH3:41])[CH3:24])[C:19]([O:21][CH3:22])=[O:20])[CH2:27][C:28]1[CH:29]=[CH:30][CH:31]=[CH:32][CH:33]=1)=[O:10])[C:2]1[CH:7]=[CH:6][CH:5]=[CH:4][CH:3]=1. The yield is 0.760. (6) The reactants are [F:1][C:2]([F:29])([F:28])[C:3]1[CH:4]=[C:5]([CH:21]=[C:22]([C:24]([F:27])([F:26])[F:25])[CH:23]=1)[CH2:6][O:7][CH2:8][C@@H:9]([NH:13][C:14]([O:16][C:17]([CH3:20])([CH3:19])[CH3:18])=[O:15])[C:10](O)=[O:11].Cl.[CH3:31][O:32][NH:33][CH3:34].C(N(CC)CC)C.CCN=C=NCCCN(C)C.Cl. The catalyst is C(Cl)Cl. The product is [F:27][C:24]([F:25])([F:26])[C:22]1[CH:21]=[C:5]([CH:4]=[C:3]([C:2]([F:28])([F:1])[F:29])[CH:23]=1)[CH2:6][O:7][CH2:8][C@@H:9]([NH:13][C:14]([O:16][C:17]([CH3:19])([CH3:20])[CH3:18])=[O:15])[C:10]([N:33]([O:32][CH3:31])[CH3:34])=[O:11]. The yield is 0.920. (7) The reactants are [C:1]([C:4]1[CH:11]=[C:10]([Cl:12])[C:7]([C:8]#[N:9])=[C:6]([N:13]2[CH2:17][CH2:16][CH2:15][CH2:14]2)[C:5]=1[O:18][CH2:19][CH3:20])(=[O:3])[CH3:2].[BH4-].[Na+]. The catalyst is CO.C(OCC)(=O)C. The product is [Cl:12][C:10]1[C:7]([C:8]#[N:9])=[C:6]([N:13]2[CH2:14][CH2:15][CH2:16][CH2:17]2)[C:5]([O:18][CH2:19][CH3:20])=[C:4]([CH:1]([OH:3])[CH3:2])[CH:11]=1. The yield is 1.00.